This data is from Peptide-MHC class I binding affinity with 185,985 pairs from IEDB/IMGT. The task is: Regression. Given a peptide amino acid sequence and an MHC pseudo amino acid sequence, predict their binding affinity value. This is MHC class I binding data. (1) The peptide sequence is MPVSIPTPI. The MHC is HLA-C05:01 with pseudo-sequence HLA-C05:01. The binding affinity (normalized) is 0.0847. (2) The peptide sequence is TSIGDKMQK. The MHC is HLA-A02:01 with pseudo-sequence HLA-A02:01. The binding affinity (normalized) is 0.0484. (3) The peptide sequence is GMWCVLASR. The MHC is HLA-A80:01 with pseudo-sequence HLA-A80:01. The binding affinity (normalized) is 0.0847.